From a dataset of Forward reaction prediction with 1.9M reactions from USPTO patents (1976-2016). Predict the product of the given reaction. (1) Given the reactants Cl[C:2]1[CH:3]=[CH:4][C:5]([N+:27]([O-])=O)=[C:6]([CH:26]=1)[CH2:7][C:8]1([C:21]([O:23][CH2:24][CH3:25])=[O:22])[CH2:13][CH2:12][N:11]([C:14]([O:16][C:17]([CH3:20])([CH3:19])[CH3:18])=[O:15])[CH2:10][CH2:9]1, predict the reaction product. The product is: [NH2:27][C:5]1[CH:4]=[CH:3][CH:2]=[CH:26][C:6]=1[CH2:7][C:8]1([C:21]([O:23][CH2:24][CH3:25])=[O:22])[CH2:13][CH2:12][N:11]([C:14]([O:16][C:17]([CH3:20])([CH3:18])[CH3:19])=[O:15])[CH2:10][CH2:9]1. (2) Given the reactants [C:1]([O:5][C:6]([NH:8][CH:9]([CH2:14][CH2:15][CH:16](OS(C)(=O)=O)[CH2:17][NH:18][C:19]([O:21][C:22]([CH3:25])([CH3:24])[CH3:23])=[O:20])[C:10]([O:12][CH3:13])=[O:11])=[O:7])([CH3:4])([CH3:3])[CH3:2].[C:31]([O-:34])(=[S:33])[CH3:32].[K+].O, predict the reaction product. The product is: [C:31]([S:33][CH:16]([CH2:17][NH:18][C:19]([O:21][C:22]([CH3:23])([CH3:24])[CH3:25])=[O:20])[CH2:15][CH2:14][CH:9]([NH:8][C:6]([O:5][C:1]([CH3:2])([CH3:3])[CH3:4])=[O:7])[C:10]([O:12][CH3:13])=[O:11])(=[O:34])[CH3:32]. (3) Given the reactants [CH3:1][O:2][C:3]1[CH:21]=[C:20]2[C:6]([C:7](=[O:23])[C:8](=[O:22])[C:9]3[S:19][CH2:18][C:12]4([CH2:17][CH2:16][NH:15][CH2:14][CH2:13]4)[O:11][C:10]=32)=[CH:5][CH:4]=1.[F:24][C:25]1[CH:35]=[CH:34][C:28]([O:29][CH2:30][C@@H:31]2[CH2:33][O:32]2)=[CH:27][CH:26]=1, predict the reaction product. The product is: [F:24][C:25]1[CH:35]=[CH:34][C:28]([O:29][CH2:30][C@@H:31]([OH:32])[CH2:33][N:15]2[CH2:16][CH2:17][C:12]3([O:11][C:10]4[C:20]5[C:6]([C:7](=[O:23])[C:8](=[O:22])[C:9]=4[S:19][CH2:18]3)=[CH:5][CH:4]=[C:3]([O:2][CH3:1])[CH:21]=5)[CH2:13][CH2:14]2)=[CH:27][CH:26]=1. (4) Given the reactants [C:1]([N:8]1[CH:12]=[CH:11][N:10]=[CH:9]1)([N:3]1[CH:7]=[CH:6]N=[CH:4]1)=[O:2].NC1[S:15][C:16]2C=C[CH:20]=[CH:19][C:17]=2N=1.CCN(C(C)C)C(C)C.[CH3:32][C:33]1[C:34]([CH2:39][N:40]([CH2:47][C:48]2[C:53]([CH3:54])=[CH:52][CH:51]=[CH:50][N:49]=2)[CH:41]2[CH2:46]CNCC2)=[N:35][CH:36]=[CH:37][CH:38]=1, predict the reaction product. The product is: [S:15]1[C:16]2[CH:17]=[CH:19][CH:20]=[CH:12][C:11]=2[N:10]=[C:9]1[NH:8][C:1]([N:3]1[CH2:4][CH2:46][CH:41]([N:40]([CH2:39][C:34]2[C:33]([CH3:32])=[CH:38][CH:37]=[CH:36][N:35]=2)[CH2:47][C:48]2[C:53]([CH3:54])=[CH:52][CH:51]=[CH:50][N:49]=2)[CH2:6][CH2:7]1)=[O:2]. (5) Given the reactants [NH2:1][C:2]1[O:3][CH2:4][C:5]2([N:31]=1)[C:14]1([CH2:17][O:16][CH2:15]1)[C:13]([CH3:19])([CH3:18])[O:12][C:11]1[C:6]2=[CH:7][C:8]([NH:20][C:21]([C:23]2[CH:28]=[N:27][C:26]([O:29][CH3:30])=[CH:25][N:24]=2)=[O:22])=[CH:9][CH:10]=1.C(=O)=O, predict the reaction product. The product is: [NH2:1][C:2]1[O:3][CH2:4][C@@:5]2([N:31]=1)[C:14]1([CH2:15][O:16][CH2:17]1)[C:13]([CH3:18])([CH3:19])[O:12][C:11]1[C:6]2=[CH:7][C:8]([NH:20][C:21]([C:23]2[CH:28]=[N:27][C:26]([O:29][CH3:30])=[CH:25][N:24]=2)=[O:22])=[CH:9][CH:10]=1. (6) Given the reactants [NH2:1][CH2:2][CH2:3][CH2:4][CH2:5][CH2:6][C:7]([OH:9])=[O:8].[OH-].[Na+].[CH3:12][S:13](Cl)(=[O:15])=[O:14].Cl, predict the reaction product. The product is: [CH3:12][S:13]([NH:1][CH2:2][CH2:3][CH2:4][CH2:5][CH2:6][C:7]([OH:9])=[O:8])(=[O:15])=[O:14].